This data is from Catalyst prediction with 721,799 reactions and 888 catalyst types from USPTO. The task is: Predict which catalyst facilitates the given reaction. (1) Reactant: [CH:1]1[N:9]=[C:8](Br)[C:7]2[C:3](=[N:4][S:5][N:6]=2)[C:2]=1[Br:11].[CH2:12]([C:28]1([CH2:65][CH2:66][CH2:67][CH2:68][CH2:69][CH2:70][CH2:71][CH2:72][CH2:73][CH2:74][CH2:75][CH2:76][CH2:77][CH2:78][CH2:79][CH3:80])[C:51]2[CH:50]=[C:49]([Sn](CCCC)(CCCC)CCCC)[S:48][C:47]=2[C:30]2[S:31][C:32]([Sn:34]([CH2:43][CH2:44][CH2:45][CH3:46])([CH2:39][CH2:40][CH2:41][CH3:42])[CH2:35][CH2:36][CH2:37][CH3:38])=[CH:33][C:29]1=2)[CH2:13][CH2:14][CH2:15][CH2:16][CH2:17][CH2:18][CH2:19][CH2:20][CH2:21][CH2:22][CH2:23][CH2:24][CH2:25][CH2:26][CH3:27]. The catalyst class is: 206. Product: [Br:11][C:2]1[C:3]2[C:7](=[N:6][S:5][N:4]=2)[C:8]([C:49]2[S:48][C:47]3[C:30]4[S:31][C:32]([Sn:34]([CH2:43][CH2:44][CH2:45][CH3:46])([CH2:35][CH2:36][CH2:37][CH3:38])[CH2:39][CH2:40][CH2:41][CH3:42])=[CH:33][C:29]=4[C:28]([CH2:65][CH2:66][CH2:67][CH2:68][CH2:69][CH2:70][CH2:71][CH2:72][CH2:73][CH2:74][CH2:75][CH2:76][CH2:77][CH2:78][CH2:79][CH3:80])([CH2:12][CH2:13][CH2:14][CH2:15][CH2:16][CH2:17][CH2:18][CH2:19][CH2:20][CH2:21][CH2:22][CH2:23][CH2:24][CH2:25][CH2:26][CH3:27])[C:51]=3[CH:50]=2)=[N:9][CH:1]=1. (2) Reactant: [CH3:1][C:2]1[C:10]2[C:6](=[CH:7][N:8](COCC[Si](C)(C)C)[N:9]=2)[CH:5]=[C:4]([CH2:19][O:20][CH2:21][C:22]2([C:35]3[CH:40]=[CH:39][CH:38]=[CH:37][CH:36]=3)[CH2:27][CH2:26][N:25](C(OC(C)(C)C)=O)[CH2:24][CH2:23]2)[CH:3]=1. Product: [CH3:1][C:2]1[CH:3]=[C:4]([CH2:19][O:20][CH2:21][C:22]2([C:35]3[CH:36]=[CH:37][CH:38]=[CH:39][CH:40]=3)[CH2:23][CH2:24][NH:25][CH2:26][CH2:27]2)[CH:5]=[C:6]2[C:10]=1[NH:9][N:8]=[CH:7]2. The catalyst class is: 55.